This data is from Reaction yield outcomes from USPTO patents with 853,638 reactions. The task is: Predict the reaction yield, written as a fraction of the theoretical maximum amount of product (1.0 means a 100% yield; for example, 0.34 means a 34% yield). (1) The yield is 0.450. The product is [CH:1]([O:4][C:5]1[CH:22]=[CH:21][C:20]([S:23]([CH3:26])(=[O:25])=[O:24])=[CH:19][C:6]=1[C:7]([N:9]1[CH2:13][CH2:12][CH:11]([O:14][C:28]2[CH:33]=[CH:32][CH:31]=[C:30]([C:34]([F:37])([F:36])[F:35])[CH:29]=2)[CH2:10]1)=[O:8])([CH3:3])[CH3:2]. The reactants are [CH:1]([O:4][C:5]1[CH:22]=[CH:21][C:20]([S:23]([CH3:26])(=[O:25])=[O:24])=[CH:19][C:6]=1[C:7]([N:9]1[CH2:13][CH2:12][CH:11]([O:14]S(C)(=O)=O)[CH2:10]1)=[O:8])([CH3:3])[CH3:2].O[C:28]1[CH:29]=[C:30]([C:34]([F:37])([F:36])[F:35])[CH:31]=[CH:32][CH:33]=1. No catalyst specified. (2) The reactants are C1(N(CCO)C(C2C(OCC3C=CC=CC=3)=C(O)N=C(CC3(C4C=CC=CC=4)CCCC3)N=2)=O)CC1.[Si]([O:44][CH2:45][CH2:46][N:47]([CH2:77][C:78]([CH3:81])([CH3:80])[CH3:79])[C:48]([C:50]1[C:55]([O:56][CH2:57][C:58]2[CH:63]=[CH:62][CH:61]=[CH:60][CH:59]=2)=[C:54]([OH:64])[N:53]=[C:52]([CH2:65][C:66]2([C:71]3[CH:76]=[CH:75][CH:74]=[CH:73][CH:72]=3)[CH2:70][CH2:69][CH2:68][CH2:67]2)[N:51]=1)=[O:49])(C(C)(C)C)(C)C. No catalyst specified. The product is [CH3:79][C:78]([CH3:81])([CH3:80])[CH2:77][N:47]([CH2:46][CH2:45][OH:44])[C:48]([C:50]1[C:55]([O:56][CH2:57][C:58]2[CH:63]=[CH:62][CH:61]=[CH:60][CH:59]=2)=[C:54]([OH:64])[N:53]=[C:52]([CH2:65][C:66]2([C:71]3[CH:76]=[CH:75][CH:74]=[CH:73][CH:72]=3)[CH2:70][CH2:69][CH2:68][CH2:67]2)[N:51]=1)=[O:49]. The yield is 0.940. (3) The reactants are [Cl:1][C:2]1[CH:7]=[CH:6][C:5]([CH:8]2[C:12]3[N:13]([CH3:19])[N:14]=[C:15]([CH:16]4[CH2:18][CH2:17]4)[C:11]=3[C:10](=[O:20])[N:9]2[C:21]2[CH:22]=[C:23]([NH:31]C(=O)OC(C)(C)C)[C:24]3[N:25]([C:27]([CH3:30])=[N:28][N:29]=3)[CH:26]=2)=[CH:4][CH:3]=1.C(O)(C(F)(F)F)=O.C([O-])(O)=O.[Na+]. The catalyst is C(Cl)Cl. The product is [NH2:31][C:23]1[C:24]2[N:25]([C:27]([CH3:30])=[N:28][N:29]=2)[CH:26]=[C:21]([N:9]2[C:10](=[O:20])[C:11]3[C:15]([CH:16]4[CH2:18][CH2:17]4)=[N:14][N:13]([CH3:19])[C:12]=3[CH:8]2[C:5]2[CH:6]=[CH:7][C:2]([Cl:1])=[CH:3][CH:4]=2)[CH:22]=1. The yield is 0.490. (4) The reactants are [CH2:1]([N:8]1[C:12]([C:13]2[CH:18]=[CH:17][CH:16]=[CH:15][CH:14]=2)=[CH:11][CH:10]=[C:9]1[C:19]1[CH:20]=[C:21]2[C:26](=[CH:27][CH:28]=1)[CH:25]=[C:24]([O:29][CH2:30][C:31]([O:33]C)=[O:32])[CH:23]=[CH:22]2)[C:2]1[CH:7]=[CH:6][CH:5]=[CH:4][CH:3]=1.[OH-].[Na+].C1COCC1.CO. The catalyst is O. The product is [CH2:1]([N:8]1[C:12]([C:13]2[CH:14]=[CH:15][CH:16]=[CH:17][CH:18]=2)=[CH:11][CH:10]=[C:9]1[C:19]1[CH:20]=[C:21]2[C:26](=[CH:27][CH:28]=1)[CH:25]=[C:24]([O:29][CH2:30][C:31]([OH:33])=[O:32])[CH:23]=[CH:22]2)[C:2]1[CH:7]=[CH:6][CH:5]=[CH:4][CH:3]=1. The yield is 0.950.